This data is from Catalyst prediction with 721,799 reactions and 888 catalyst types from USPTO. The task is: Predict which catalyst facilitates the given reaction. Reactant: [F:1][C:2]1[CH:7]=[CH:6][CH:5]=[CH:4][C:3]=1[C:8]1[NH:12][CH:11]=[C:10]([CH:13]=[O:14])[CH:9]=1.[I:15]N1C(=O)CCC1=O.O. Product: [F:1][C:2]1[CH:7]=[CH:6][CH:5]=[CH:4][C:3]=1[C:8]1[NH:12][CH:11]=[C:10]([CH:13]=[O:14])[C:9]=1[I:15]. The catalyst class is: 9.